From a dataset of Peptide-MHC class I binding affinity with 185,985 pairs from IEDB/IMGT. Regression. Given a peptide amino acid sequence and an MHC pseudo amino acid sequence, predict their binding affinity value. This is MHC class I binding data. The peptide sequence is RYPRSVLTF. The MHC is HLA-C15:02 with pseudo-sequence HLA-C15:02. The binding affinity (normalized) is 0.0847.